This data is from hERG potassium channel inhibition data for cardiac toxicity prediction from Karim et al.. The task is: Regression/Classification. Given a drug SMILES string, predict its toxicity properties. Task type varies by dataset: regression for continuous values (e.g., LD50, hERG inhibition percentage) or binary classification for toxic/non-toxic outcomes (e.g., AMES mutagenicity, cardiotoxicity, hepatotoxicity). Dataset: herg_karim. (1) The result is 0 (non-blocker). The molecule is OCCN(CCO)c1nc(N2CCCCC2)c2nc(N(CCO)CCO)nc(N3CCCCC3)c2n1. (2) The compound is C[C@H]1CN(c2nc(N3CCOC[C@H]3C)c3ncc(-c4ccccc4)nc3n2)C[C@H](C)O1. The result is 0 (non-blocker). (3) The molecule is O=C(NC[C@@H](O)CN1CCC(Oc2ccc(Cl)c(Cl)c2)CC1)c1cn[nH]c1C1CC1. The result is 1 (blocker). (4) The drug is CC(C)(C)COc1cnc2c(c1)[C@]1(COC(N)=N1)c1cc(-c3cccnc3)ccc1O2. The result is 0 (non-blocker). (5) The molecule is O=C(NC1CC1)c1ccc(-c2ccc3c(c2)CCN(CCN2CCCC2)C3=O)cc1. The result is 0 (non-blocker). (6) The drug is O=C(O)CCNC(=O)c1ccc(Cn2nc(-c3cc(Cl)cc(Cl)c3)cc2-c2ccc(OC(F)(F)F)cc2)cc1. The result is 1 (blocker). (7) The compound is Cc1c(CCN2CCNCC2)ccc2cc(F)ccc12. The result is 0 (non-blocker). (8) The compound is Nc1nc2c(C(=O)N[C@@H]3CN4CCC3CC4)cccc2o1. The result is 0 (non-blocker). (9) The molecule is O=C(O)CC1CCOC2(CCN(c3ccc(-c4nc5cc(C(F)(F)F)ccc5[nH]4)cn3)CC2)C1. The result is 1 (blocker). (10) The drug is C[C@@H](c1ccc(-c2cccc(-c3noc(=O)[nH]3)c2)cc1)[C@H]([NH3+])C(=O)N1CC[C@H](F)C1. The result is 0 (non-blocker).